This data is from Retrosynthesis with 50K atom-mapped reactions and 10 reaction types from USPTO. The task is: Predict the reactants needed to synthesize the given product. (1) Given the product CC(C)(C)OC(=O)NOC(C(=O)O)c1ccccc1, predict the reactants needed to synthesize it. The reactants are: CC(C)(C)OC(=O)NOC(C(=O)OCc1ccccc1)c1ccccc1. (2) Given the product C[Si](C)(C)CCOCn1cc(C#N)nc1C(=O)Nc1ccc(-c2ccc(N)nc2)cc1C1=CCCCC1, predict the reactants needed to synthesize it. The reactants are: CC1(C)COB(c2ccc(NC(=O)c3nc(C#N)cn3COCC[Si](C)(C)C)c(C3=CCCCC3)c2)OC1.Nc1ccc(Br)cn1. (3) Given the product [O-][n+]1cc(Br)cc2cc[nH]c21, predict the reactants needed to synthesize it. The reactants are: Brc1cnc2[nH]ccc2c1.O=C([O-])O. (4) The reactants are: CC(C)(C)c1ccc(C=O)cc1.NCCc1ccc(OC(F)F)cc1. Given the product CC(C)(C)c1ccc(CNCCc2ccc(OC(F)F)cc2)cc1, predict the reactants needed to synthesize it. (5) Given the product C[C@H]1CN(C(=O)OC(C)(C)C)CCN1C[C@H]1COC(C)(C)O1, predict the reactants needed to synthesize it. The reactants are: CC1(C)OC[C@H](C=O)O1.C[C@H]1CN(C(=O)OC(C)(C)C)CCN1. (6) The reactants are: CC(C)(C)OC(=O)N1CCC(CCCCc2ccncc2)CC1. Given the product c1cc(CCCCC2CCNCC2)ccn1, predict the reactants needed to synthesize it.